This data is from Catalyst prediction with 721,799 reactions and 888 catalyst types from USPTO. The task is: Predict which catalyst facilitates the given reaction. (1) Reactant: C([SiH](C(C)C)C(C)C)(C)C.[Br-:11].C(OC([NH:19][CH2:20][CH2:21][CH2:22][P+:23]([C:36]1[CH:41]=[CH:40][CH:39]=[CH:38][CH:37]=1)([C:30]1[CH:35]=[CH:34][CH:33]=[CH:32][CH:31]=1)[C:24]1[CH:29]=[CH:28][CH:27]=[CH:26][CH:25]=1)=O)(C)(C)C. Product: [Br-:11].[NH3+:19][CH2:20][CH2:21][CH2:22][P+:23]([C:36]1[CH:41]=[CH:40][CH:39]=[CH:38][CH:37]=1)([C:24]1[CH:25]=[CH:26][CH:27]=[CH:28][CH:29]=1)[C:30]1[CH:35]=[CH:34][CH:33]=[CH:32][CH:31]=1.[Br-:11]. The catalyst class is: 137. (2) Reactant: [CH2:1]([C@@H:3]1[CH2:7][CH2:6][CH2:5][NH:4]1)[CH3:2].[Cl:8][C:9]1[CH:14]=[C:13](Cl)[N:12]=[C:11]([NH2:16])[N:10]=1.CCN(CC)CC. Product: [Cl:8][C:9]1[CH:14]=[C:13]([N:4]2[CH2:5][CH2:6][CH2:7][C@H:3]2[CH2:1][CH3:2])[N:12]=[C:11]([NH2:16])[N:10]=1. The catalyst class is: 23.